This data is from Forward reaction prediction with 1.9M reactions from USPTO patents (1976-2016). The task is: Predict the product of the given reaction. (1) Given the reactants [C:1]1([S:7]([N:10]2[C:14]3=[N:15][C:16]([O:19][CH3:20])=[CH:17][CH:18]=[C:13]3[CH:12]=[C:11]2[CH:21]([OH:28])[CH2:22][CH:23]2[CH2:27][CH2:26][CH2:25][CH2:24]2)(=[O:9])=[O:8])[CH:6]=[CH:5][CH:4]=[CH:3][CH:2]=1.CC(OI1(OC(C)=O)(OC(C)=O)OC(=O)C2C=CC=CC1=2)=O, predict the reaction product. The product is: [C:1]1([S:7]([N:10]2[C:14]3=[N:15][C:16]([O:19][CH3:20])=[CH:17][CH:18]=[C:13]3[CH:12]=[C:11]2[C:21](=[O:28])[CH2:22][CH:23]2[CH2:24][CH2:25][CH2:26][CH2:27]2)(=[O:8])=[O:9])[CH:2]=[CH:3][CH:4]=[CH:5][CH:6]=1. (2) Given the reactants [CH3:1][O:2][C:3]([C:5]1[CH:33]=[CH:32][C:8]2[N:9]=[C:10]([C:12]([C:17]3[CH:22]=[CH:21][C:20]([O:23]CC4C=CC=CC=4)=[C:19]([CH3:31])[CH:18]=3)([CH2:15][CH3:16])[CH2:13][CH3:14])[O:11][C:7]=2[CH:6]=1)=[O:4], predict the reaction product. The product is: [CH3:1][O:2][C:3]([C:5]1[CH:33]=[CH:32][C:8]2[N:9]=[C:10]([C:12]([CH2:13][CH3:14])([C:17]3[CH:22]=[CH:21][C:20]([OH:23])=[C:19]([CH3:31])[CH:18]=3)[CH2:15][CH3:16])[O:11][C:7]=2[CH:6]=1)=[O:4].